From a dataset of Forward reaction prediction with 1.9M reactions from USPTO patents (1976-2016). Predict the product of the given reaction. (1) Given the reactants [CH3:1][C:2]1[C:10]2[CH2:9][O:8][C:7](=[O:11])[C:6]=2[CH:5]=[CH:4][C:3]=1[C:12](=[O:21])[CH2:13][N:14]1[CH2:19][CH2:18][NH:17][CH2:16][C:15]1=[O:20].[CH3:22][C:23]1[C:31]2[CH2:30][O:29][C:28](=[O:32])[C:27]=2[CH:26]=[CH:25][C:24]=1[C@@H:33]1[CH2:35][O:34]1, predict the reaction product. The product is: [OH:34][C@H:33]([C:24]1[CH:25]=[CH:26][C:27]2[C:28](=[O:32])[O:29][CH2:30][C:31]=2[C:23]=1[CH3:22])[CH2:35][N:17]1[CH2:18][CH2:19][N:14]([CH2:13][C:12]([C:3]2[CH:4]=[CH:5][C:6]3[C:7](=[O:11])[O:8][CH2:9][C:10]=3[C:2]=2[CH3:1])=[O:21])[C:15](=[O:20])[CH2:16]1. (2) Given the reactants Cl[C:2]1[N:7]=[C:6]([NH:8][C:9]2[CH:14]=[CH:13][C:12]([F:15])=[C:11]([Cl:16])[CH:10]=2)[N:5]=[C:4]([NH:17][CH:18]2[CH2:22][CH2:21][N:20]([S:23]([CH3:26])(=[O:25])=[O:24])[CH2:19]2)[N:3]=1.[F:27][C:28]([F:32])([F:31])[CH2:29][OH:30].C([O-])([O-])=O.[K+].[K+], predict the reaction product. The product is: [Cl:16][C:11]1[CH:10]=[C:9]([NH:8][C:6]2[N:5]=[C:4]([NH:17][CH:18]3[CH2:22][CH2:21][N:20]([S:23]([CH3:26])(=[O:25])=[O:24])[CH2:19]3)[N:3]=[C:2]([O:30][CH2:29][C:28]([F:32])([F:31])[F:27])[N:7]=2)[CH:14]=[CH:13][C:12]=1[F:15]. (3) Given the reactants [Cl:1][C:2]1[CH:7]=[CH:6][C:5]([C:8]2[N:12]([CH:13]3[CH2:15][CH2:14]3)[C:11](=[O:16])[N:10]([CH2:17][C:18](O)=[O:19])[N:9]=2)=[CH:4][CH:3]=1.[F:21][C:22]([F:34])([F:33])[C:23]1[CH:24]=[C:25]([C:29]([NH2:32])([CH3:31])[CH3:30])[CH:26]=[CH:27][CH:28]=1.C1C=CC2N(O)N=NC=2C=1.CCN=C=NCCCN(C)C.Cl, predict the reaction product. The product is: [Cl:1][C:2]1[CH:3]=[CH:4][C:5]([C:8]2[N:12]([CH:13]3[CH2:15][CH2:14]3)[C:11](=[O:16])[N:10]([CH2:17][C:18]([NH:32][C:29]([CH3:31])([C:25]3[CH:26]=[CH:27][CH:28]=[C:23]([C:22]([F:21])([F:33])[F:34])[CH:24]=3)[CH3:30])=[O:19])[N:9]=2)=[CH:6][CH:7]=1. (4) Given the reactants [NH2:1][C:2]1[C:3]([C:7]2[N:8]([CH2:18][CH3:19])[C:9]3[C:14]([OH:15])=[CH:13][N:12]=[C:11]([Cl:16])[C:10]=3[N:17]=2)=[N:4][O:5][N:6]=1.C(=O)([O-])[O-].[Cs+].[Cs+].Br[CH2:27][CH:28]1[S:33][CH2:32][CH2:31][N:30]([C:34]([O:36][C:37]([CH3:40])([CH3:39])[CH3:38])=[O:35])[CH2:29]1.[NH4+].[Cl-], predict the reaction product. The product is: [NH2:1][C:2]1[C:3]([C:7]2[N:8]([CH2:18][CH3:19])[C:9]3[C:14]([O:15][CH2:27][CH:28]4[S:33][CH2:32][CH2:31][N:30]([C:34]([O:36][C:37]([CH3:38])([CH3:40])[CH3:39])=[O:35])[CH2:29]4)=[CH:13][N:12]=[C:11]([Cl:16])[C:10]=3[N:17]=2)=[N:4][O:5][N:6]=1. (5) Given the reactants Br[C:2]1[CH:3]=[C:4]([C:8]2([C:21]3[CH:26]=[CH:25][CH:24]=[CH:23][CH:22]=3)[C:20]3[CH:19]=[CH:18][CH:17]=[CH:16][C:15]=3[C:14]3[C:9]2=[CH:10][CH:11]=[CH:12][CH:13]=3)[CH:5]=[CH:6][CH:7]=1.C([Li])CCC.[B:32](OC)([O:35]C)[O:33]C.Cl, predict the reaction product. The product is: [C:20]1([C:8]2([C:9]3[CH:10]=[C:11]([B:32]([OH:35])[OH:33])[CH:12]=[CH:13][CH:14]=3)[C:21]3[CH:22]=[CH:23][CH:24]=[CH:25][C:26]=3[C:3]3[C:4]2=[CH:5][CH:6]=[CH:7][CH:2]=3)[CH:19]=[CH:18][CH:17]=[CH:16][CH:15]=1. (6) Given the reactants I[C:2]1[CH:7]=[CH:6][C:5]([CH3:8])=[CH:4][CH:3]=1.C([Li])CCC.CO[C:16]1[CH2:20][CH2:19][C:18](=[O:21])[CH:17]=1, predict the reaction product. The product is: [C:5]1([CH3:8])[CH:6]=[CH:7][C:2]([C:16]2[CH2:20][CH2:19][C:18](=[O:21])[CH:17]=2)=[CH:3][CH:4]=1.